Dataset: Peptide-MHC class I binding affinity with 185,985 pairs from IEDB/IMGT. Task: Regression. Given a peptide amino acid sequence and an MHC pseudo amino acid sequence, predict their binding affinity value. This is MHC class I binding data. (1) The peptide sequence is TWLPVLLGSL. The MHC is HLA-B08:01 with pseudo-sequence HLA-B08:01. The binding affinity (normalized) is 0.154. (2) The peptide sequence is RVTGSSGRR. The MHC is HLA-A11:01 with pseudo-sequence HLA-A11:01. The binding affinity (normalized) is 0.423.